Dataset: NCI-60 drug combinations with 297,098 pairs across 59 cell lines. Task: Regression. Given two drug SMILES strings and cell line genomic features, predict the synergy score measuring deviation from expected non-interaction effect. (1) Cell line: TK-10. Drug 2: C1C(C(OC1N2C=NC3=C2NC=NCC3O)CO)O. Drug 1: C1=CC(=C2C(=C1NCCNCCO)C(=O)C3=C(C=CC(=C3C2=O)O)O)NCCNCCO. Synergy scores: CSS=25.7, Synergy_ZIP=-5.82, Synergy_Bliss=-6.44, Synergy_Loewe=-15.4, Synergy_HSA=-5.02. (2) Drug 1: COC1=CC(=CC(=C1O)OC)C2C3C(COC3=O)C(C4=CC5=C(C=C24)OCO5)OC6C(C(C7C(O6)COC(O7)C8=CC=CS8)O)O. Drug 2: CN1C(=O)N2C=NC(=C2N=N1)C(=O)N. Cell line: CCRF-CEM. Synergy scores: CSS=58.5, Synergy_ZIP=3.61, Synergy_Bliss=5.51, Synergy_Loewe=-38.8, Synergy_HSA=2.60. (3) Drug 1: C1=C(C(=O)NC(=O)N1)F. Drug 2: C1=NC2=C(N1)C(=S)N=CN2. Cell line: EKVX. Synergy scores: CSS=18.4, Synergy_ZIP=-2.25, Synergy_Bliss=-3.23, Synergy_Loewe=-2.30, Synergy_HSA=-2.27. (4) Drug 1: C1CCN(CC1)CCOC2=CC=C(C=C2)C(=O)C3=C(SC4=C3C=CC(=C4)O)C5=CC=C(C=C5)O. Drug 2: CS(=O)(=O)CCNCC1=CC=C(O1)C2=CC3=C(C=C2)N=CN=C3NC4=CC(=C(C=C4)OCC5=CC(=CC=C5)F)Cl. Cell line: A498. Synergy scores: CSS=-2.02, Synergy_ZIP=-0.430, Synergy_Bliss=-2.55, Synergy_Loewe=-8.49, Synergy_HSA=-6.47. (5) Drug 1: CCCCCOC(=O)NC1=NC(=O)N(C=C1F)C2C(C(C(O2)C)O)O. Drug 2: C(CCl)NC(=O)N(CCCl)N=O. Cell line: EKVX. Synergy scores: CSS=1.35, Synergy_ZIP=0.252, Synergy_Bliss=2.32, Synergy_Loewe=0.726, Synergy_HSA=1.31. (6) Drug 1: CN1C2=C(C=C(C=C2)N(CCCl)CCCl)N=C1CCCC(=O)O.Cl. Drug 2: C1C(C(OC1N2C=NC(=NC2=O)N)CO)O. Cell line: HCC-2998. Synergy scores: CSS=15.0, Synergy_ZIP=0.628, Synergy_Bliss=-3.54, Synergy_Loewe=-18.9, Synergy_HSA=0.386. (7) Drug 1: CC1OCC2C(O1)C(C(C(O2)OC3C4COC(=O)C4C(C5=CC6=C(C=C35)OCO6)C7=CC(=C(C(=C7)OC)O)OC)O)O. Drug 2: CC1=C2C(C(=O)C3(C(CC4C(C3C(C(C2(C)C)(CC1OC(=O)C(C(C5=CC=CC=C5)NC(=O)OC(C)(C)C)O)O)OC(=O)C6=CC=CC=C6)(CO4)OC(=O)C)O)C)O. Cell line: SK-MEL-5. Synergy scores: CSS=18.5, Synergy_ZIP=-17.0, Synergy_Bliss=-10.3, Synergy_Loewe=-21.6, Synergy_HSA=-7.66. (8) Drug 1: COC1=CC(=CC(=C1O)OC)C2C3C(COC3=O)C(C4=CC5=C(C=C24)OCO5)OC6C(C(C7C(O6)COC(O7)C8=CC=CS8)O)O. Drug 2: CN1C(=O)N2C=NC(=C2N=N1)C(=O)N. Cell line: HCC-2998. Synergy scores: CSS=33.3, Synergy_ZIP=11.2, Synergy_Bliss=10.3, Synergy_Loewe=-42.1, Synergy_HSA=7.54.